Dataset: NCI-60 drug combinations with 297,098 pairs across 59 cell lines. Task: Regression. Given two drug SMILES strings and cell line genomic features, predict the synergy score measuring deviation from expected non-interaction effect. (1) Drug 1: C1=NC2=C(N1)C(=S)N=CN2. Drug 2: C1CN(CCN1C(=O)CCBr)C(=O)CCBr. Cell line: 786-0. Synergy scores: CSS=51.8, Synergy_ZIP=-2.73, Synergy_Bliss=-0.612, Synergy_Loewe=-32.7, Synergy_HSA=-2.71. (2) Drug 1: CN1CCC(CC1)COC2=C(C=C3C(=C2)N=CN=C3NC4=C(C=C(C=C4)Br)F)OC. Drug 2: C#CCC(CC1=CN=C2C(=N1)C(=NC(=N2)N)N)C3=CC=C(C=C3)C(=O)NC(CCC(=O)O)C(=O)O. Cell line: NCI-H460. Synergy scores: CSS=-2.67, Synergy_ZIP=-1.60, Synergy_Bliss=-6.74, Synergy_Loewe=-6.28, Synergy_HSA=-6.39. (3) Drug 1: CC1=C2C(C(=O)C3(C(CC4C(C3C(C(C2(C)C)(CC1OC(=O)C(C(C5=CC=CC=C5)NC(=O)C6=CC=CC=C6)O)O)OC(=O)C7=CC=CC=C7)(CO4)OC(=O)C)O)C)OC(=O)C. Drug 2: C1C(C(OC1N2C=NC3=C2NC=NCC3O)CO)O. Cell line: OVCAR-8. Synergy scores: CSS=39.2, Synergy_ZIP=-0.971, Synergy_Bliss=-2.82, Synergy_Loewe=-33.6, Synergy_HSA=-3.42.